This data is from Full USPTO retrosynthesis dataset with 1.9M reactions from patents (1976-2016). The task is: Predict the reactants needed to synthesize the given product. (1) Given the product [CH3:7][N:6]([CH3:11])/[C:5](=[N:36]\[C:34]([C:24]1[C:23]2[CH:37]=[C:19]([C:16]3[CH:17]=[CH:18][C:13]4[O:12][CH2:11][N:6]5[C:7]6[CH:8]=[CH:9][CH:10]=[C:2]([F:1])[C:3]=6[CH:4]=[C:5]5[C:14]=4[N:15]=3)[C:20]([N:38]([CH3:43])[S:39]([CH3:42])(=[O:41])=[O:40])=[CH:21][C:22]=2[O:26][C:25]=1[C:27]1[CH:28]=[CH:29][C:30]([F:33])=[CH:31][CH:32]=1)=[O:35])/[CH3:4], predict the reactants needed to synthesize it. The reactants are: [F:1][C:2]1[C:3]2[CH:4]=[C:5]3[C:14]4[N:15]=[C:16]([C:19]5[C:20]([N:38]([CH3:43])[S:39]([CH3:42])(=[O:41])=[O:40])=[CH:21][C:22]6[O:26][C:25]([C:27]7[CH:32]=[CH:31][C:30]([F:33])=[CH:29][CH:28]=7)=[C:24]([C:34]([NH2:36])=[O:35])[C:23]=6[CH:37]=5)[CH:17]=[CH:18][C:13]=4[O:12][CH2:11][N:6]3[C:7]=2[CH:8]=[CH:9][CH:10]=1. (2) The reactants are: [C:1](N1C=CN=C1)(N1C=CN=C1)=[O:2].[Br:13][C:14]1[CH:19]=[CH:18][C:17]([OH:20])=[C:16]([CH2:21][NH:22][C:23]2[CH:28]=[CH:27][CH:26]=[CH:25][CH:24]=2)[CH:15]=1. Given the product [Br:13][C:14]1[CH:19]=[CH:18][C:17]2[O:20][C:1](=[O:2])[N:22]([C:23]3[CH:24]=[CH:25][CH:26]=[CH:27][CH:28]=3)[CH2:21][C:16]=2[CH:15]=1, predict the reactants needed to synthesize it. (3) Given the product [OH:1][C:2]1[CH:7]=[CH:6][CH:5]=[CH:4][C:3]=1[C:8]1[CH:13]=[CH:12][C:11]([C:14]([OH:16])=[O:15])=[CH:10][CH:9]=1, predict the reactants needed to synthesize it. The reactants are: [OH:1][C:2]1[CH:7]=[CH:6][CH:5]=[CH:4][C:3]=1[C:8]1[CH:13]=[CH:12][C:11]([C:14]([O:16]C)=[O:15])=[CH:10][CH:9]=1.[OH-].[Na+]. (4) Given the product [OH:2][C:3]1[CH:8]=[CH:7][C:6]([S:9]([NH:12][CH3:13])(=[O:11])=[O:10])=[CH:5][CH:4]=1, predict the reactants needed to synthesize it. The reactants are: C[O:2][C:3]1[CH:8]=[CH:7][C:6]([S:9]([NH:12][CH3:13])(=[O:11])=[O:10])=[CH:5][CH:4]=1.B(Br)(Br)Br. (5) Given the product [CH3:15][O:14][C:11]1[C:10]([O:16][CH2:17][CH2:18][O:19][CH3:20])=[CH:9][C:8]2[N:7]=[CH:6][C:5]3[C:4]([C:13]=2[CH:12]=1)=[CH:3][C:1]([N:23]1[CH2:27][CH2:26][CH2:25][CH2:24]1)=[N:2][C:21]=3[NH2:22], predict the reactants needed to synthesize it. The reactants are: [C:1]([CH2:3][C:4]1[C:13]2[C:8](=[CH:9][C:10]([O:16][CH2:17][CH2:18][O:19][CH3:20])=[C:11]([O:14][CH3:15])[CH:12]=2)[N:7]=[CH:6][C:5]=1[C:21]#[N:22])#[N:2].[NH:23]1[CH2:27][CH2:26][CH2:25][CH2:24]1. (6) Given the product [C:1]([C:3]1[CH:4]=[C:5]2[C:9](=[CH:10][CH:11]=1)[N:8]([C:12]1[CH:13]=[C:14]([CH:20]=[CH:21][CH:22]=1)[C:15]([OH:17])=[O:16])[CH:7]=[CH:6]2)#[N:2], predict the reactants needed to synthesize it. The reactants are: [C:1]([C:3]1[CH:4]=[C:5]2[C:9](=[CH:10][CH:11]=1)[N:8]([C:12]1[CH:13]=[C:14]([CH:20]=[CH:21][CH:22]=1)[C:15]([O:17]CC)=[O:16])[CH:7]=[CH:6]2)#[N:2].CO.[OH-].[Na+].Cl. (7) Given the product [CH3:1][O:2][CH2:3][C:4]1[CH:9]=[C:8]([C:10]([F:13])([F:11])[F:12])[N:7]=[C:6]([O:14][CH:15]2[CH2:20][CH2:19][NH:18][CH2:17][CH2:16]2)[CH:5]=1, predict the reactants needed to synthesize it. The reactants are: [CH3:1][O:2][CH2:3][C:4]1[CH:9]=[C:8]([C:10]([F:13])([F:12])[F:11])[N:7]=[C:6]([O:14][CH:15]2[CH2:20][CH2:19][N:18](C(OC(C)(C)C)=O)[CH2:17][CH2:16]2)[CH:5]=1.Cl.O1CCOCC1. (8) Given the product [C:29]([O:33][C:34]([N:36]1[CH:37]2[CH2:43][CH2:42][CH:41]1[CH2:40][N:39]([CH2:20][C:17]1[CH:16]=[N:15][C:14]([NH:13][C:10]3[N:11]=[CH:12][C:7]4[CH:6]=[C:5]([C:3](=[O:4])[N:2]([CH3:28])[CH3:1])[N:22]([CH:23]5[CH2:24][CH2:25][CH2:26][CH2:27]5)[C:8]=4[N:9]=3)=[CH:19][CH:18]=1)[CH2:38]2)=[O:35])([CH3:32])([CH3:30])[CH3:31], predict the reactants needed to synthesize it. The reactants are: [CH3:1][N:2]([CH3:28])[C:3]([C:5]1[N:22]([CH:23]2[CH2:27][CH2:26][CH2:25][CH2:24]2)[C:8]2[N:9]=[C:10]([NH:13][C:14]3[CH:19]=[CH:18][C:17]([CH:20]=O)=[CH:16][N:15]=3)[N:11]=[CH:12][C:7]=2[CH:6]=1)=[O:4].[C:29]([O:33][C:34]([N:36]1[CH:41]2[CH2:42][CH2:43][CH:37]1[CH2:38][NH:39][CH2:40]2)=[O:35])([CH3:32])([CH3:31])[CH3:30]. (9) Given the product [ClH:27].[ClH:27].[NH2:19][C@@H:17]1[CH2:18][C@H:16]1[C:13]1[CH:12]=[CH:11][C:10]([C:8]([NH:7][C:5]2[CH:4]=[N:3][N:2]([CH3:1])[CH:6]=2)=[O:9])=[CH:15][CH:14]=1, predict the reactants needed to synthesize it. The reactants are: [CH3:1][N:2]1[CH:6]=[C:5]([NH:7][C:8]([C:10]2[CH:15]=[CH:14][C:13]([C@@H:16]3[CH2:18][C@H:17]3[NH:19]C(=O)OC(C)(C)C)=[CH:12][CH:11]=2)=[O:9])[CH:4]=[N:3]1.[ClH:27].C(OCC)(=O)C.